This data is from Reaction yield outcomes from USPTO patents with 853,638 reactions. The task is: Predict the reaction yield, written as a fraction of the theoretical maximum amount of product (1.0 means a 100% yield; for example, 0.34 means a 34% yield). The reactants are [C:1]([OH:11])(=[O:10])[C@@H:2]([C:4]1[CH:9]=[CH:8][CH:7]=[CH:6][CH:5]=1)[OH:3].CCCCC.[CH3:17][C:18]([CH:21]=O)([CH3:20])[CH3:19].C([O-])(O)=O.[Na+]. The catalyst is FC(F)(F)S(O)(=O)=O. The product is [C:18]([C@H:21]1[O:10][C:1](=[O:11])[C@@H:2]([C:4]2[CH:9]=[CH:8][CH:7]=[CH:6][CH:5]=2)[O:3]1)([CH3:20])([CH3:19])[CH3:17]. The yield is 0.880.